This data is from Reaction yield outcomes from USPTO patents with 853,638 reactions. The task is: Predict the reaction yield, written as a fraction of the theoretical maximum amount of product (1.0 means a 100% yield; for example, 0.34 means a 34% yield). (1) The reactants are [CH2:1]([O:3][C:4](=[O:21])[C:5]1[CH:10]=[CH:9][C:8]([N:11]=[CH:12][C:13]2[CH:18]=[C:17]([F:19])[CH:16]=[CH:15][C:14]=2[CH3:20])=[CH:7][CH:6]=1)[CH3:2].O.[O-]S(C(F)(F)F)(=O)=O.[Yb+3].[O-]S(C(F)(F)F)(=O)=O.[O-]S(C(F)(F)F)(=O)=O.[CH:48](=[O:52])[CH:49]([CH3:51])[CH3:50].O. The catalyst is O1CCCC1. The product is [CH2:1]([O:3][C:4]([C:5]1[CH:10]=[C:9]2[C:8](=[CH:7][CH:6]=1)[NH:11][CH:12]([C:13]1[CH:18]=[C:17]([F:19])[CH:16]=[CH:15][C:14]=1[CH3:20])[C:49]([CH3:51])([CH3:50])[CH:48]2[OH:52])=[O:21])[CH3:2]. The yield is 1.00. (2) The reactants are Cl[C:2]1[C:7]([Cl:8])=[CH:6][N:5]=[C:4]([NH2:9])[C:3]=1[N+:10]([O-:12])=[O:11].[Si:13]([O:20][C@@H:21]1[C@H:25]([CH2:26][O:27][Si:28]([C:31]([CH3:34])([CH3:33])[CH3:32])([CH3:30])[CH3:29])[CH2:24][C@@H:23]([NH2:35])[CH2:22]1)([C:16]([CH3:19])([CH3:18])[CH3:17])([CH3:15])[CH3:14].CCN(C(C)C)C(C)C. The catalyst is C(O)C. The product is [Si:13]([O:20][C@@H:21]1[C@H:25]([CH2:26][O:27][Si:28]([C:31]([CH3:34])([CH3:33])[CH3:32])([CH3:29])[CH3:30])[CH2:24][C@@H:23]([NH:35][C:2]2[C:7]([Cl:8])=[CH:6][N:5]=[C:4]([NH2:9])[C:3]=2[N+:10]([O-:12])=[O:11])[CH2:22]1)([C:16]([CH3:19])([CH3:18])[CH3:17])([CH3:15])[CH3:14]. The yield is 0.820.